Dataset: Reaction yield outcomes from USPTO patents with 853,638 reactions. Task: Predict the reaction yield, written as a fraction of the theoretical maximum amount of product (1.0 means a 100% yield; for example, 0.34 means a 34% yield). (1) The catalyst is C(O)(=O)C.O=[Pt]=O. The yield is 0.860. The product is [CH3:1][C@H:2]1[CH2:7][CH2:6][CH2:5][NH:4][C@H:3]1[C:8]([NH2:10])=[O:9]. The reactants are [CH3:1][C:2]1[C:3]([C:8]([NH2:10])=[O:9])=[N:4][CH:5]=[CH:6][CH:7]=1. (2) The reactants are [CH3:1][NH:2][CH2:3][CH2:4][N:5]1[CH2:10][CH2:9][S:8][C:7]2[CH:11]=[CH:12][C:13]([NH:15][C:16]([C:18]3[S:19][CH:20]=[CH:21][CH:22]=3)=[NH:17])=[CH:14][C:6]1=2.[ClH:23]. The catalyst is CO. The product is [ClH:23].[ClH:23].[CH3:1][NH:2][CH2:3][CH2:4][N:5]1[CH2:10][CH2:9][S:8][C:7]2[CH:11]=[CH:12][C:13]([NH:15][C:16]([C:18]3[S:19][CH:20]=[CH:21][CH:22]=3)=[NH:17])=[CH:14][C:6]1=2. The yield is 1.00. (3) The product is [ClH:1].[Cl:1][C:2]1[CH:6]=[C:5]([C:7]([OH:9])=[O:8])[N:4]([C:11]2[CH:12]=[N:13][CH:14]=[CH:15][CH:16]=2)[N:3]=1. The catalyst is O1CCOCC1.O. The yield is 0.910. The reactants are [Cl:1][C:2]1[CH:6]=[C:5]([C:7]([O:9]C)=[O:8])[N:4]([C:11]2[CH:12]=[N:13][CH:14]=[CH:15][CH:16]=2)[N:3]=1.O.[OH-].[Li+]. (4) The reactants are [Cl:1][C:2]1[CH:7]=[CH:6][C:5]([C:8]2[CH:9]=[N:10][CH:11]=[C:12]3[C:17]=2[N:16]=[C:15]([C:18]([OH:20])=O)[CH:14]=[CH:13]3)=[CH:4][CH:3]=1.C(N(CC)C(C)C)(C)C.F[P-](F)(F)(F)(F)F.N1(OC(N(C)C)=[N+](C)C)C2N=CC=CC=2N=N1.[O:54]1[CH2:58][CH2:57][CH:56]([NH2:59])[CH2:55]1. The catalyst is CN(C)C=O. The product is [Cl:1][C:2]1[CH:3]=[CH:4][C:5]([C:8]2[CH:9]=[N:10][CH:11]=[C:12]3[C:17]=2[N:16]=[C:15]([C:18]([NH:59][CH:56]2[CH2:57][CH2:58][O:54][CH2:55]2)=[O:20])[CH:14]=[CH:13]3)=[CH:6][CH:7]=1. The yield is 0.0200. (5) The reactants are O[CH2:2][C:3]1[CH:12]=[N:11][C:10]2[N:9]3[CH2:13][CH2:14][CH2:15][CH2:16][C@H:8]3[C:7](=[O:17])[NH:6][C:5]=2[CH:4]=1.Cl.[CH2:19]([NH:21][C:22](=[O:36])[C:23]1[CH:28]=[CH:27][C:26]([N:29]2[CH2:34][CH2:33][NH:32][CH2:31][CH2:30]2)=[C:25]([CH3:35])[CH:24]=1)[CH3:20].[I-].C(C[P+](C)(C)C)#N.C(N(CC)C(C)C)(C)C. The catalyst is C(#N)CC. The product is [CH2:19]([NH:21][C:22](=[O:36])[C:23]1[CH:28]=[CH:27][C:26]([N:29]2[CH2:30][CH2:31][N:32]([CH2:2][C:3]3[CH:12]=[N:11][C:10]4[N:9]5[CH2:13][CH2:14][CH2:15][CH2:16][C@H:8]5[C:7](=[O:17])[NH:6][C:5]=4[CH:4]=3)[CH2:33][CH2:34]2)=[C:25]([CH3:35])[CH:24]=1)[CH3:20]. The yield is 0.354. (6) The reactants are CN(C)[CH:3]=[O:4].P(Cl)(Cl)(Cl)=O.[C:11]1([N:17]2[CH2:22][CH2:21][CH2:20][CH2:19][CH2:18]2)[CH:16]=[CH:15][CH:14]=[CH:13][CH:12]=1. The catalyst is ClCCCl. The product is [N:17]1([C:11]2[CH:16]=[CH:15][C:14]([CH:3]=[O:4])=[CH:13][CH:12]=2)[CH2:22][CH2:21][CH2:20][CH2:19][CH2:18]1. The yield is 0.400.